This data is from Forward reaction prediction with 1.9M reactions from USPTO patents (1976-2016). The task is: Predict the product of the given reaction. Given the reactants Cl[C:2]1[C:7]([CH:8]=[O:9])=[C:6]([Cl:10])[N:5]=[CH:4][N:3]=1.[CH3:11][O:12][C:13]1[CH:30]=[CH:29][C:16]([CH2:17][NH:18][CH2:19][CH2:20][CH2:21][C:22]([O:24][C:25]([CH3:28])([CH3:27])[CH3:26])=[O:23])=[CH:15][CH:14]=1.P([O-])([O-])([O-])=O.[K+].[K+].[K+], predict the reaction product. The product is: [Cl:10][C:6]1[N:5]=[CH:4][N:3]=[C:2]([N:18]([CH2:17][C:16]2[CH:29]=[CH:30][C:13]([O:12][CH3:11])=[CH:14][CH:15]=2)[CH2:19][CH2:20][CH2:21][C:22]([O:24][C:25]([CH3:28])([CH3:26])[CH3:27])=[O:23])[C:7]=1[CH:8]=[O:9].